This data is from Catalyst prediction with 721,799 reactions and 888 catalyst types from USPTO. The task is: Predict which catalyst facilitates the given reaction. (1) Reactant: [F:1][C:2]1[CH:3]=[C:4]([CH:8]2[CH2:12][CH2:11][CH2:10][N:9]2[C:13]2[CH:18]=[CH:17][N:16]3[N:19]=[CH:20][C:21]([C:22]([OH:24])=O)=[C:15]3[N:14]=2)[CH:5]=[N:6][CH:7]=1.[C:25]([NH:28][NH2:29])(=[O:27])[CH3:26].CCN(C(C)C)C(C)C.CN(C(ON1N=NC2C=CC=NC1=2)=[N+](C)C)C.F[P-](F)(F)(F)(F)F. Product: [C:25]([NH:28][NH:29][C:22]([C:21]1[CH:20]=[N:19][N:16]2[CH:17]=[CH:18][C:13]([N:9]3[CH2:10][CH2:11][CH2:12][CH:8]3[C:4]3[CH:5]=[N:6][CH:7]=[C:2]([F:1])[CH:3]=3)=[N:14][C:15]=12)=[O:24])(=[O:27])[CH3:26]. The catalyst class is: 18. (2) Reactant: [F:1][C:2]1[CH:3]=[C:4]([CH:24]=[C:25]([F:35])[C:26]=1[O:27][C:28]1[CH:33]=[CH:32][C:31]([F:34])=[CH:30][CH:29]=1)[CH2:5][O:6][C:7]1[CH:8]=[C:9]2[N:16](C(OC(C)(C)C)=O)[CH2:15][CH2:14][N:10]2[C:11](=[O:13])[N:12]=1.C(O)(C(F)(F)F)=O. Product: [F:1][C:2]1[CH:3]=[C:4]([CH:24]=[C:25]([F:35])[C:26]=1[O:27][C:28]1[CH:33]=[CH:32][C:31]([F:34])=[CH:30][CH:29]=1)[CH2:5][O:6][C:7]1[CH:8]=[C:9]2[NH:16][CH2:15][CH2:14][N:10]2[C:11](=[O:13])[N:12]=1. The catalyst class is: 2.